This data is from Catalyst prediction with 721,799 reactions and 888 catalyst types from USPTO. The task is: Predict which catalyst facilitates the given reaction. (1) Reactant: CN(C(ON1N=NC2C=CC=NC1=2)=[N+](C)C)C.F[P-](F)(F)(F)(F)F.[NH2:25][C:26]1[C:27]([C:36]([OH:38])=O)=[CH:28][C:29]2[C:34]([CH:35]=1)=[CH:33][CH:32]=[CH:31][CH:30]=2.[O:39]1[CH2:44][CH2:43][CH:42]([O:45][CH2:46][C@@H:47]([C:49]([O:51][CH3:52])=[O:50])[NH2:48])[CH2:41][CH2:40]1.C(N(C(C)C)CC)(C)C. Product: [NH2:25][C:26]1[C:27]([C:36]([NH:48][C@H:47]([C:49]([O:51][CH3:52])=[O:50])[CH2:46][O:45][CH:42]2[CH2:43][CH2:44][O:39][CH2:40][CH2:41]2)=[O:38])=[CH:28][C:29]2[C:34]([CH:35]=1)=[CH:33][CH:32]=[CH:31][CH:30]=2. The catalyst class is: 3. (2) Reactant: C([NH:4][OH:5])(=O)C.C([O-])([O-])=O.[K+].[K+].F[C:13]1[CH:20]=[CH:19][C:18]([N:21]2[C:25]3[C:26](=[O:43])[N:27]([C:30]4[CH:35]=[CH:34][C:33]([N:36]5[CH2:41][CH2:40][CH2:39][CH2:38][C:37]5=[O:42])=[CH:32][CH:31]=4)[CH2:28][CH2:29][C:24]=3[C:23]([C:44]([F:47])([F:46])[F:45])=[N:22]2)=[CH:17][C:14]=1[C:15]#[N:16].C(O)(C(F)(F)F)=O. Product: [NH2:16][C:15]1[C:14]2[CH:17]=[C:18]([N:21]3[C:25]4[C:26](=[O:43])[N:27]([C:30]5[CH:35]=[CH:34][C:33]([N:36]6[CH2:41][CH2:40][CH2:39][CH2:38][C:37]6=[O:42])=[CH:32][CH:31]=5)[CH2:28][CH2:29][C:24]=4[C:23]([C:44]([F:46])([F:45])[F:47])=[N:22]3)[CH:19]=[CH:20][C:13]=2[O:5][N:4]=1. The catalyst class is: 18. (3) Reactant: [CH3:1][C:2]1[CH:7]=[CH:6][C:5]([S:8][C:9]2[CH:14]=[CH:13][CH:12]=[CH:11][CH:10]=2)=[C:4]([N+:15]([O-])=O)[CH:3]=1.Cl[Sn]Cl. Product: [CH3:1][C:2]1[CH:7]=[CH:6][C:5]([S:8][C:9]2[CH:10]=[CH:11][CH:12]=[CH:13][CH:14]=2)=[C:4]([NH2:15])[CH:3]=1. The catalyst class is: 14.